Dataset: NCI-60 drug combinations with 297,098 pairs across 59 cell lines. Task: Regression. Given two drug SMILES strings and cell line genomic features, predict the synergy score measuring deviation from expected non-interaction effect. (1) Drug 1: C1=CC(=CC=C1CCC2=CNC3=C2C(=O)NC(=N3)N)C(=O)NC(CCC(=O)O)C(=O)O. Synergy scores: CSS=38.9, Synergy_ZIP=-0.0365, Synergy_Bliss=-1.72, Synergy_Loewe=-5.28, Synergy_HSA=0.0796. Cell line: RPMI-8226. Drug 2: CN(C(=O)NC(C=O)C(C(C(CO)O)O)O)N=O. (2) Drug 1: CNC(=O)C1=CC=CC=C1SC2=CC3=C(C=C2)C(=NN3)C=CC4=CC=CC=N4. Drug 2: CC12CCC3C(C1CCC2=O)CC(=C)C4=CC(=O)C=CC34C. Cell line: MDA-MB-231. Synergy scores: CSS=6.43, Synergy_ZIP=2.11, Synergy_Bliss=-7.78, Synergy_Loewe=-12.2, Synergy_HSA=-10.1. (3) Drug 1: C1CC(=O)NC(=O)C1N2CC3=C(C2=O)C=CC=C3N. Drug 2: CCCCC(=O)OCC(=O)C1(CC(C2=C(C1)C(=C3C(=C2O)C(=O)C4=C(C3=O)C=CC=C4OC)O)OC5CC(C(C(O5)C)O)NC(=O)C(F)(F)F)O. Cell line: 786-0. Synergy scores: CSS=6.14, Synergy_ZIP=-3.04, Synergy_Bliss=-1.99, Synergy_Loewe=-0.334, Synergy_HSA=0.729. (4) Drug 1: CN(C)N=NC1=C(NC=N1)C(=O)N. Drug 2: C1C(C(OC1N2C=NC3=C2NC=NCC3O)CO)O. Cell line: CCRF-CEM. Synergy scores: CSS=16.9, Synergy_ZIP=-4.08, Synergy_Bliss=-2.54, Synergy_Loewe=-6.49, Synergy_HSA=-0.303. (5) Drug 1: C1=CN(C(=O)N=C1N)C2C(C(C(O2)CO)O)O.Cl. Drug 2: C1=CN(C=N1)CC(O)(P(=O)(O)O)P(=O)(O)O. Synergy scores: CSS=8.29, Synergy_ZIP=-4.06, Synergy_Bliss=0.523, Synergy_Loewe=-4.59, Synergy_HSA=0.878. Cell line: IGROV1.